Dataset: NCI-60 drug combinations with 297,098 pairs across 59 cell lines. Task: Regression. Given two drug SMILES strings and cell line genomic features, predict the synergy score measuring deviation from expected non-interaction effect. (1) Drug 1: C1C(C(OC1N2C=C(C(=O)NC2=O)F)CO)O. Drug 2: C1=NC2=C(N=C(N=C2N1C3C(C(C(O3)CO)O)F)Cl)N. Cell line: KM12. Synergy scores: CSS=26.5, Synergy_ZIP=0.876, Synergy_Bliss=0.741, Synergy_Loewe=-1.90, Synergy_HSA=1.29. (2) Drug 2: CC1CCCC2(C(O2)CC(NC(=O)CC(C(C(=O)C(C1O)C)(C)C)O)C(=CC3=CSC(=N3)C)C)C. Synergy scores: CSS=46.3, Synergy_ZIP=3.32, Synergy_Bliss=0.559, Synergy_Loewe=-16.6, Synergy_HSA=-0.950. Drug 1: C1=NNC2=C1C(=O)NC=N2. Cell line: A549. (3) Drug 1: C1=CC(=CC=C1CCCC(=O)O)N(CCCl)CCCl. Drug 2: CCCCC(=O)OCC(=O)C1(CC(C2=C(C1)C(=C3C(=C2O)C(=O)C4=C(C3=O)C=CC=C4OC)O)OC5CC(C(C(O5)C)O)NC(=O)C(F)(F)F)O. Cell line: HL-60(TB). Synergy scores: CSS=54.3, Synergy_ZIP=-4.13, Synergy_Bliss=-8.14, Synergy_Loewe=-6.18, Synergy_HSA=-6.44. (4) Drug 1: C(=O)(N)NO. Drug 2: CC1CCC2CC(C(=CC=CC=CC(CC(C(=O)C(C(C(=CC(C(=O)CC(OC(=O)C3CCCCN3C(=O)C(=O)C1(O2)O)C(C)CC4CCC(C(C4)OC)O)C)C)O)OC)C)C)C)OC. Cell line: UO-31. Synergy scores: CSS=4.03, Synergy_ZIP=-1.80, Synergy_Bliss=-0.295, Synergy_Loewe=-18.4, Synergy_HSA=0.504. (5) Drug 2: CC1C(C(=O)NC(C(=O)N2CCCC2C(=O)N(CC(=O)N(C(C(=O)O1)C(C)C)C)C)C(C)C)NC(=O)C3=C4C(=C(C=C3)C)OC5=C(C(=O)C(=C(C5=N4)C(=O)NC6C(OC(=O)C(N(C(=O)CN(C(=O)C7CCCN7C(=O)C(NC6=O)C(C)C)C)C)C(C)C)C)N)C. Drug 1: C1=NC2=C(N1)C(=S)N=C(N2)N. Synergy scores: CSS=13.2, Synergy_ZIP=-4.34, Synergy_Bliss=-2.44, Synergy_Loewe=-3.36, Synergy_HSA=-3.28. Cell line: A498. (6) Drug 1: CC(C)NC(=O)C1=CC=C(C=C1)CNNC.Cl. Drug 2: C(CN)CNCCSP(=O)(O)O. Cell line: SW-620. Synergy scores: CSS=7.39, Synergy_ZIP=-2.56, Synergy_Bliss=-1.37, Synergy_Loewe=1.64, Synergy_HSA=-0.324.